This data is from Full USPTO retrosynthesis dataset with 1.9M reactions from patents (1976-2016). The task is: Predict the reactants needed to synthesize the given product. (1) Given the product [CH3:38][O:37][C:34]1[CH:33]=[CH:32][C:31]([CH2:30][N:8]([CH2:7][C:6]2[CH:5]=[CH:4][C:3]([O:2][CH3:1])=[CH:40][CH:39]=2)[C:9]2[N:10]=[CH:11][C:12]([C:15]3[C:16]4[CH2:29][CH2:28][N:27]([C:42]5[CH:43]=[C:44]([CH2:48][C:49]([N:51]6[CH2:52][CH2:53][N:54]([CH3:57])[CH2:55][CH2:56]6)=[O:50])[CH:45]=[CH:46][CH:47]=5)[C:17]=4[N:18]=[C:19]([N:21]4[CH2:26][CH2:25][O:24][CH2:23][CH2:22]4)[N:20]=3)=[CH:13][N:14]=2)=[CH:36][CH:35]=1, predict the reactants needed to synthesize it. The reactants are: [CH3:1][O:2][C:3]1[CH:40]=[CH:39][C:6]([CH2:7][N:8]([CH2:30][C:31]2[CH:36]=[CH:35][C:34]([O:37][CH3:38])=[CH:33][CH:32]=2)[C:9]2[N:14]=[CH:13][C:12]([C:15]3[C:16]4[CH2:29][CH2:28][NH:27][C:17]=4[N:18]=[C:19]([N:21]4[CH2:26][CH2:25][O:24][CH2:23][CH2:22]4)[N:20]=3)=[CH:11][N:10]=2)=[CH:5][CH:4]=1.Br[C:42]1[CH:43]=[C:44]([CH2:48][C:49]([N:51]2[CH2:56][CH2:55][N:54]([CH3:57])[CH2:53][CH2:52]2)=[O:50])[CH:45]=[CH:46][CH:47]=1. (2) The reactants are: [CH3:1][C:2]([CH3:13])([CH2:7][NH:8][S:9]([CH3:12])(=[O:11])=[O:10])[C:3]([O:5]C)=[O:4].[OH-].[Na+]. Given the product [CH3:1][C:2]([CH3:13])([CH2:7][NH:8][S:9]([CH3:12])(=[O:10])=[O:11])[C:3]([OH:5])=[O:4], predict the reactants needed to synthesize it. (3) Given the product [F:10][CH:9]([F:11])[O:8][C:5]1[CH:6]=[CH:7][C:2]([C:32]2[CH:33]=[C:34]3[C:38](=[CH:39][CH:40]=2)[C:37](=[O:41])[NH:36][CH2:35]3)=[C:3]([O:14][CH2:15][CH2:16][CH3:17])[C:4]=1[O:12][CH3:13], predict the reactants needed to synthesize it. The reactants are: Br[C:2]1[CH:7]=[CH:6][C:5]([O:8][CH:9]([F:11])[F:10])=[C:4]([O:12][CH3:13])[C:3]=1[O:14][CH2:15][CH2:16][CH3:17].C(=O)([O-])[O-].[Cs+].[Cs+].CC1(C)C(C)(C)OB([C:32]2[CH:33]=[C:34]3[C:38](=[CH:39][CH:40]=2)[C:37](=[O:41])[NH:36][CH2:35]3)O1. (4) Given the product [O:45]1[CH2:46][CH2:47][CH2:48][CH2:49][CH:44]1[O:43][CH2:42][CH2:41][CH2:40][O:1][C:2]1[CH:3]=[CH:4][C:5]([N:8]2[CH:12]=[CH:11][C:10]([CH:13]([C:15]3[CH:32]=[CH:31][C:18]4[N:19]([CH2:23][O:24][CH2:25][CH2:26][Si:27]([CH3:30])([CH3:29])[CH3:28])[C:20](=[O:22])[S:21][C:17]=4[CH:16]=3)[CH3:14])=[N:9]2)=[N:6][CH:7]=1, predict the reactants needed to synthesize it. The reactants are: [OH:1][C:2]1[CH:3]=[CH:4][C:5]([N:8]2[CH:12]=[CH:11][C:10]([CH:13]([C:15]3[CH:32]=[CH:31][C:18]4[N:19]([CH2:23][O:24][CH2:25][CH2:26][Si:27]([CH3:30])([CH3:29])[CH3:28])[C:20](=[O:22])[S:21][C:17]=4[CH:16]=3)[CH3:14])=[N:9]2)=[N:6][CH:7]=1.C(=O)([O-])[O-].[K+].[K+].Br[CH2:40][CH2:41][CH2:42][O:43][CH:44]1[CH2:49][CH2:48][CH2:47][CH2:46][O:45]1.